This data is from NCI-60 drug combinations with 297,098 pairs across 59 cell lines. The task is: Regression. Given two drug SMILES strings and cell line genomic features, predict the synergy score measuring deviation from expected non-interaction effect. (1) Drug 1: C1=CN(C(=O)N=C1N)C2C(C(C(O2)CO)O)O.Cl. Drug 2: C(=O)(N)NO. Cell line: PC-3. Synergy scores: CSS=10.1, Synergy_ZIP=0.389, Synergy_Bliss=4.35, Synergy_Loewe=-0.246, Synergy_HSA=5.12. (2) Drug 1: C1CCC(C1)C(CC#N)N2C=C(C=N2)C3=C4C=CNC4=NC=N3. Drug 2: C(CC(=O)O)C(=O)CN.Cl. Cell line: SR. Synergy scores: CSS=64.4, Synergy_ZIP=4.74, Synergy_Bliss=0.836, Synergy_Loewe=-17.9, Synergy_HSA=-0.941. (3) Drug 1: CC1C(C(=O)NC(C(=O)N2CCCC2C(=O)N(CC(=O)N(C(C(=O)O1)C(C)C)C)C)C(C)C)NC(=O)C3=C4C(=C(C=C3)C)OC5=C(C(=O)C(=C(C5=N4)C(=O)NC6C(OC(=O)C(N(C(=O)CN(C(=O)C7CCCN7C(=O)C(NC6=O)C(C)C)C)C)C(C)C)C)N)C. Drug 2: B(C(CC(C)C)NC(=O)C(CC1=CC=CC=C1)NC(=O)C2=NC=CN=C2)(O)O. Cell line: ACHN. Synergy scores: CSS=51.2, Synergy_ZIP=-1.61, Synergy_Bliss=0.728, Synergy_Loewe=-0.489, Synergy_HSA=1.16. (4) Drug 1: C1=CC(=CC=C1CCC2=CNC3=C2C(=O)NC(=N3)N)C(=O)NC(CCC(=O)O)C(=O)O. Drug 2: C1=NC2=C(N=C(N=C2N1C3C(C(C(O3)CO)O)F)Cl)N. Cell line: A498. Synergy scores: CSS=14.2, Synergy_ZIP=-5.05, Synergy_Bliss=-5.09, Synergy_Loewe=-3.09, Synergy_HSA=-1.07.